From a dataset of Full USPTO retrosynthesis dataset with 1.9M reactions from patents (1976-2016). Predict the reactants needed to synthesize the given product. Given the product [Cl:1][C:2]1[CH:3]=[C:4]([N:32]2[CH2:38][CH:37]([N:39]([CH3:41])[CH3:40])[C:34]3([CH2:36][CH2:35]3)[CH2:33]2)[C:5]([F:31])=[C:6]([NH:8][NH:9][C:10](=[O:30])[C@H:11]([CH2:24][CH:25]2[CH2:26][CH2:27][CH2:28][CH2:29]2)[CH2:12][N:13]([OH:16])[CH:14]=[O:15])[CH:7]=1, predict the reactants needed to synthesize it. The reactants are: [Cl:1][C:2]1[CH:3]=[C:4]([N:32]2[CH2:38][CH:37]([N:39]([CH3:41])[CH3:40])[C:34]3([CH2:36][CH2:35]3)[CH2:33]2)[C:5]([F:31])=[C:6]([NH:8][NH:9][C:10](=[O:30])[C@H:11]([CH2:24][CH:25]2[CH2:29][CH2:28][CH2:27][CH2:26]2)[CH2:12][N:13]([O:16]CC2C=CC=CC=2)[CH:14]=[O:15])[CH:7]=1.